From a dataset of Forward reaction prediction with 1.9M reactions from USPTO patents (1976-2016). Predict the product of the given reaction. (1) Given the reactants [OH:1][CH2:2][C@@H:3]1[NH:7][C:6](=[O:8])[CH2:5][CH2:4]1.[CH3:9][C:10]1[C:11]([N:17]2[CH2:22][CH2:21][N:20]([C:23]([C:25]3[CH:30]=[CH:29][C:28](I)=[CH:27][CH:26]=3)=[O:24])[CH2:19][CH2:18]2)=[N:12][CH:13]=[C:14]([CH3:16])[CH:15]=1, predict the reaction product. The product is: [CH3:9][C:10]1[C:11]([N:17]2[CH2:18][CH2:19][N:20]([C:23]([C:25]3[CH:30]=[CH:29][C:28]([N:7]4[C@@H:3]([CH2:2][OH:1])[CH2:4][CH2:5][C:6]4=[O:8])=[CH:27][CH:26]=3)=[O:24])[CH2:21][CH2:22]2)=[N:12][CH:13]=[C:14]([CH3:16])[CH:15]=1. (2) Given the reactants C(OC([N:11]1[CH2:16][CH2:15][CH:14]([N:17]([C:27]2[CH:31]=[CH:30][S:29][C:28]=2[C:32]([O:34][CH3:35])=[O:33])[C:18]([C@H:20]2[CH2:25][CH2:24][C@H:23]([CH3:26])[CH2:22][CH2:21]2)=[O:19])[CH2:13][CH2:12]1)=O)C1C=CC=CC=1, predict the reaction product. The product is: [CH3:35][O:34][C:32]([C:28]1[S:29][CH:30]=[CH:31][C:27]=1[N:17]([C:18]([C@H:20]1[CH2:21][CH2:22][C@H:23]([CH3:26])[CH2:24][CH2:25]1)=[O:19])[CH:14]1[CH2:13][CH2:12][NH:11][CH2:16][CH2:15]1)=[O:33]. (3) Given the reactants [Br:1][C:2]1[N:7]=[C:6]([C:8]([OH:10])=[O:9])[CH:5]=[CH:4][CH:3]=1.[CH3:11]O, predict the reaction product. The product is: [Br:1][C:2]1[N:7]=[C:6]([C:8]([O:10][CH3:11])=[O:9])[CH:5]=[CH:4][CH:3]=1. (4) Given the reactants [CH2:1]([NH:8][C:9](=[O:17])[C@H:10]([NH:13][C:14](=[O:16])[CH3:15])[CH2:11][OH:12])[C:2]1[CH:7]=[CH:6][CH:5]=[CH:4][CH:3]=1.[CH3:18]I, predict the reaction product. The product is: [CH3:15][C:14]([NH:13][C@@H:10]([C:9]([NH:8][CH2:1][C:2]1[CH:3]=[CH:4][CH:5]=[CH:6][CH:7]=1)=[O:17])[CH2:11][O:12][CH3:18])=[O:16]. (5) Given the reactants [CH2:1]([O:8][C:9]1[C:10]([C:18]([O:20][CH3:21])=[O:19])=[N:11][NH:12][C:13]=1[C:14]([O:16][CH3:17])=[O:15])[C:2]1[CH:7]=[CH:6][CH:5]=[CH:4][CH:3]=1.C([O-])([O-])=O.[Cs+].[Cs+].[Br:28][CH:29](Br)[CH3:30], predict the reaction product. The product is: [CH2:1]([O:8][C:9]1[C:13]([C:14]([O:16][CH3:17])=[O:15])=[N:12][N:11]([CH2:30][CH2:29][Br:28])[C:10]=1[C:18]([O:20][CH3:21])=[O:19])[C:2]1[CH:7]=[CH:6][CH:5]=[CH:4][CH:3]=1. (6) Given the reactants [O:1]=[S:2]1(=[O:17])[CH2:6][CH2:5][CH2:4][N:3]1[C:7]1[CH:15]=[CH:14][C:10]([C:11]([OH:13])=O)=[C:9]([CH3:16])[CH:8]=1.[CH:18]1([C:21]2[C:22]([N:31]3[CH2:36][CH2:35][NH:34][CH2:33][CH2:32]3)=[N:23][CH:24]=[C:25]([C:27]([F:30])([F:29])[F:28])[CH:26]=2)[CH2:20][CH2:19]1, predict the reaction product. The product is: [CH:18]1([C:21]2[C:22]([N:31]3[CH2:36][CH2:35][N:34]([C:11]([C:10]4[CH:14]=[CH:15][C:7]([N:3]5[CH2:4][CH2:5][CH2:6][S:2]5(=[O:1])=[O:17])=[CH:8][C:9]=4[CH3:16])=[O:13])[CH2:33][CH2:32]3)=[N:23][CH:24]=[C:25]([C:27]([F:30])([F:28])[F:29])[CH:26]=2)[CH2:19][CH2:20]1.